Dataset: Forward reaction prediction with 1.9M reactions from USPTO patents (1976-2016). Task: Predict the product of the given reaction. (1) Given the reactants [Cl:1][C:2]1[C:7]([Cl:8])=[CH:6][CH:5]=[CH:4][C:3]=1[CH2:9][N:10]1[CH:14]=[C:13]([C:15]2[CH:20]=[C:19]([CH:21]=O)[CH:18]=[CH:17][N:16]=2)[N:12]=[CH:11]1.[C:23]([O-])([O-])=O.[K+].[K+].COP(C(=[N+]=[N-])C(=O)C)(=O)OC, predict the reaction product. The product is: [Cl:1][C:2]1[C:7]([Cl:8])=[CH:6][CH:5]=[CH:4][C:3]=1[CH2:9][N:10]1[CH:14]=[C:13]([C:15]2[CH:20]=[C:19]([C:21]#[CH:23])[CH:18]=[CH:17][N:16]=2)[N:12]=[CH:11]1. (2) The product is: [CH3:1][C:2]1[S:6][C:5]([CH2:7][N:8]2[CH:12]=[C:11]([C:13]([OH:15])=[O:14])[CH:10]=[N:9]2)=[N:4][C:3]=1[C:18]1[CH:23]=[CH:22][CH:21]=[C:20]([C:24]([F:27])([F:25])[F:26])[CH:19]=1. Given the reactants [CH3:1][C:2]1[S:6][C:5]([CH2:7][N:8]2[CH:12]=[C:11]([C:13]([O:15]CC)=[O:14])[CH:10]=[N:9]2)=[N:4][C:3]=1[C:18]1[CH:23]=[CH:22][CH:21]=[C:20]([C:24]([F:27])([F:26])[F:25])[CH:19]=1.[OH-].[Na+].Cl, predict the reaction product. (3) Given the reactants BrCCBr.C[Si](Cl)(C)C.[C:10]([O:14][C:15]([N:17]1[CH2:22][CH2:21][CH:20](I)[CH2:19][CH2:18]1)=[O:16])([CH3:13])([CH3:12])[CH3:11].Cl[C:25]1[N:30]=[C:29]([C:31]([O:33][CH3:34])=[O:32])[CH:28]=[CH:27][CH:26]=1, predict the reaction product. The product is: [C:10]([O:14][C:15]([N:17]1[CH2:22][CH2:21][CH:20]([C:25]2[N:30]=[C:29]([C:31]([O:33][CH3:34])=[O:32])[CH:28]=[CH:27][CH:26]=2)[CH2:19][CH2:18]1)=[O:16])([CH3:13])([CH3:12])[CH3:11]. (4) Given the reactants [CH3:1][C:2]1[C:3](=[O:13])[NH:4][C:5]2[C:10]([C:11]=1[CH3:12])=[CH:9][CH:8]=[CH:7][CH:6]=2.[Cl:14][CH2:15][C:16](Cl)=[O:17], predict the reaction product. The product is: [Cl:14][CH2:15][C:16]([C:8]1[CH:9]=[C:10]2[C:5](=[CH:6][CH:7]=1)[NH:4][C:3](=[O:13])[C:2]([CH3:1])=[C:11]2[CH3:12])=[O:17]. (5) Given the reactants [NH2:1][C:2]1[CH:10]=[CH:9][CH:8]=[CH:7][C:3]=1[CH2:4][CH2:5][OH:6].[C:11](Cl)(Cl)=[O:12].C1(C)C=CC=CC=1, predict the reaction product. The product is: [CH:7]1[C:3]2[CH2:4][CH2:5][O:6][C:11](=[O:12])[NH:1][C:2]=2[CH:10]=[CH:9][CH:8]=1. (6) Given the reactants [CH:1]1([CH:4]([C:11]2[CH:16]=[CH:15][CH:14]=[C:13]([O:17][CH2:18][CH:19]3[CH2:24][CH2:23][N:22]([C:25]4[CH:30]=[C:29]([O:31][CH3:32])[CH:28]=[CH:27][C:26]=4[C:33](=[O:42])[NH:34][C:35]4[CH:40]=[CH:39][CH:38]=[C:37]([CH3:41])[N:36]=4)[CH2:21][CH2:20]3)[CH:12]=2)[CH2:5][C:6]([O:8][CH2:9][CH3:10])=[O:7])[CH2:3][CH2:2]1.I[CH3:44].[H-].[Na+].O, predict the reaction product. The product is: [CH:1]1([CH:4]([C:11]2[CH:16]=[CH:15][CH:14]=[C:13]([O:17][CH2:18][CH:19]3[CH2:24][CH2:23][N:22]([C:25]4[CH:30]=[C:29]([O:31][CH3:32])[CH:28]=[CH:27][C:26]=4[C:33](=[O:42])[N:34]([CH3:44])[C:35]4[CH:40]=[CH:39][CH:38]=[C:37]([CH3:41])[N:36]=4)[CH2:21][CH2:20]3)[CH:12]=2)[CH2:5][C:6]([O:8][CH2:9][CH3:10])=[O:7])[CH2:3][CH2:2]1. (7) Given the reactants [Cl-].O[NH3+:3].[C:4](=[O:7])([O-])[OH:5].[Na+].CS(C)=O.[Si]([O:20][CH2:21][C:22]([CH3:59])([CH3:58])[O:23][C:24]1[CH:29]=[CH:28][C:27]([C:30]2[C:35](=[O:36])[N:34]([CH2:37][C:38]3[CH:43]=[CH:42][C:41]([C:44]4[C:45]([C:50]#[N:51])=[CH:46][CH:47]=[CH:48][CH:49]=4)=[CH:40][C:39]=3[F:52])[C:33]([CH2:53][CH2:54][CH3:55])=[N:32][C:31]=2[CH2:56][CH3:57])=[CH:26][CH:25]=1)(C(C)(C)C)(C)C, predict the reaction product. The product is: [CH2:56]([C:31]1[N:32]=[C:33]([CH2:53][CH2:54][CH3:55])[N:34]([CH2:37][C:38]2[CH:43]=[CH:42][C:41]([C:44]3[CH:49]=[CH:48][CH:47]=[CH:46][C:45]=3[C:50]3[NH:51][C:4](=[O:7])[O:5][N:3]=3)=[CH:40][C:39]=2[F:52])[C:35](=[O:36])[C:30]=1[C:27]1[CH:26]=[CH:25][C:24]([O:23][C:22]([CH3:59])([CH3:58])[CH2:21][OH:20])=[CH:29][CH:28]=1)[CH3:57]. (8) Given the reactants C[N:2]([CH:4]=[C:5]1[C:26](=[O:27])[C:10]2=[N:11][CH:12]=[C:13]([N:15]3[CH2:19][C@H:18]([CH2:20][NH:21][C:22](=[O:24])[CH3:23])[O:17][C:16]3=[O:25])[CH:14]=[C:9]2[CH2:8][CH2:7][CH2:6]1)C.NOS(O)(=O)=O.C(=O)(O)[O-].[Na+].O, predict the reaction product. The product is: [O:27]1[C:26]2[C:10]3[N:11]=[CH:12][C:13]([N:15]4[CH2:19][C@H:18]([CH2:20][NH:21][C:22](=[O:24])[CH3:23])[O:17][C:16]4=[O:25])=[CH:14][C:9]=3[CH2:8][CH2:7][CH2:6][C:5]=2[CH:4]=[N:2]1. (9) Given the reactants [N+:1]([C:4]1[CH:5]=[CH:6][C:7]([N:16]2[CH2:21][CH2:20][N:19]([C:22](=[O:24])[CH3:23])[CH2:18][CH2:17]2)=[N:8][C:9]=1[O:10][CH:11]1[CH2:14][S:13](=[O:15])[CH2:12]1)([O-])=O, predict the reaction product. The product is: [NH2:1][C:4]1[CH:5]=[CH:6][C:7]([N:16]2[CH2:21][CH2:20][N:19]([C:22](=[O:24])[CH3:23])[CH2:18][CH2:17]2)=[N:8][C:9]=1[O:10][CH:11]1[CH2:12][S:13](=[O:15])[CH2:14]1.